Dataset: Forward reaction prediction with 1.9M reactions from USPTO patents (1976-2016). Task: Predict the product of the given reaction. (1) Given the reactants [Cl:1][C:2]1[CH:7]=[CH:6][C:5]([CH:8]([C:29]2[CH:34]=[CH:33][C:32]([Cl:35])=[CH:31][CH:30]=2)[N:9]2[CH2:13][C@@H:12]([NH:14][C:15](=[O:27])[C:16]3[CH:21]=[CH:20][C:19]([O:22][C:23]([F:26])([F:25])[F:24])=[CH:18][CH:17]=3)[C@@H:11]([OH:28])[CH2:10]2)=[CH:4][CH:3]=1.[CH3:36]N(C)C=O.CI, predict the reaction product. The product is: [Cl:35][C:32]1[CH:31]=[CH:30][C:29]([CH:8]([C:5]2[CH:4]=[CH:3][C:2]([Cl:1])=[CH:7][CH:6]=2)[N:9]2[CH2:13][C@@H:12]([NH:14][C:15](=[O:27])[C:16]3[CH:17]=[CH:18][C:19]([O:22][C:23]([F:25])([F:26])[F:24])=[CH:20][CH:21]=3)[C@@H:11]([O:28][CH3:36])[CH2:10]2)=[CH:34][CH:33]=1. (2) Given the reactants Cl[C:2]1[N:7]=[C:6]([O:8][CH3:9])[CH:5]=[C:4]([O:10][CH3:11])[N:3]=1.[CH:12]([C:14]1[CH:15]=[C:16](B(O)O)[CH:17]=[CH:18][CH:19]=1)=[O:13], predict the reaction product. The product is: [CH3:11][O:10][C:4]1[CH:5]=[C:6]([O:8][CH3:9])[N:7]=[C:2]([C:18]2[CH:19]=[C:14]([CH:15]=[CH:16][CH:17]=2)[CH:12]=[O:13])[N:3]=1. (3) Given the reactants [Br:1][C:2]1[CH:3]=[C:4]([NH2:8])[CH:5]=[N:6][CH:7]=1.C(N(C(C)C)CC)(C)C.[CH3:18][O:19][C:20]1[CH:28]=[CH:27][C:23]([C:24](Cl)=[O:25])=[CH:22][CH:21]=1, predict the reaction product. The product is: [Br:1][C:2]1[CH:3]=[C:4]([NH:8][C:24](=[O:25])[C:23]2[CH:27]=[CH:28][C:20]([O:19][CH3:18])=[CH:21][CH:22]=2)[CH:5]=[N:6][CH:7]=1. (4) Given the reactants [Cl:1][C:2]1[CH:3]=[C:4]([CH:7]=[CH:8][C:9]=1[Cl:10])[CH2:5][Br:6].[Zn:11], predict the reaction product. The product is: [Br-:6].[Cl:1][C:2]1[CH:3]=[C:4]([CH:7]=[CH:8][C:9]=1[Cl:10])[CH2:5][Zn+:11]. (5) Given the reactants [F:1][C:2]1[C:3]([N:26]2[CH:30]=[C:29]([CH:31]=O)[C:28]([CH3:33])=[N:27]2)=[N:4][C:5]([NH:8][C:9]2[CH:14]=[C:13]([N+:15]([O-])=O)[C:12]([N:18]3[CH2:23][CH2:22][O:21][CH2:20][CH2:19]3)=[CH:11][C:10]=2[O:24][CH3:25])=[N:6][CH:7]=1.Cl.[CH3:35][O:36][C@@H:37]1[CH2:41][NH:40][CH2:39][C@@H:38]1[OH:42], predict the reaction product. The product is: [F:1][C:2]1[C:3]([N:26]2[CH:30]=[C:29]([CH2:31][N:40]3[CH2:41][C@@H:37]([O:36][CH3:35])[C@@H:38]([OH:42])[CH2:39]3)[C:28]([CH3:33])=[N:27]2)=[N:4][C:5]([NH:8][C:9]2[C:10]([O:24][CH3:25])=[CH:11][C:12]([N:18]3[CH2:23][CH2:22][O:21][CH2:20][CH2:19]3)=[C:13]([NH:15][C:10](=[O:24])[CH:9]=[CH2:14])[CH:14]=2)=[N:6][CH:7]=1.